The task is: Predict the reaction yield, written as a fraction of the theoretical maximum amount of product (1.0 means a 100% yield; for example, 0.34 means a 34% yield).. This data is from Reaction yield outcomes from USPTO patents with 853,638 reactions. (1) The reactants are [CH2:1]([C:8]1([CH3:18])[C:13](=[O:14])[N:12]([CH3:15])[C:11](=[O:16])[NH:10][C:9]1=[O:17])[C:2]1[CH:7]=[CH:6][CH:5]=[CH:4][CH:3]=1.[H-].[Na+].Br.Br[CH2:23][C:24]([C:26]1[CH:27]=[N:28][CH:29]=[CH:30][CH:31]=1)=[O:25]. The catalyst is CN(C=O)C. The product is [CH2:1]([C:8]1([CH3:18])[C:13](=[O:14])[N:12]([CH3:15])[C:11](=[O:16])[N:10]([CH2:23][C:24](=[O:25])[C:26]2[CH:27]=[N:28][CH:29]=[CH:30][CH:31]=2)[C:9]1=[O:17])[C:2]1[CH:7]=[CH:6][CH:5]=[CH:4][CH:3]=1. The yield is 0.420. (2) The reactants are [Cl:1][C:2]1[CH:3]=[C:4]([S:8]([NH:11][C:12]2[CH:20]=[CH:19][C:15]([C:16]([OH:18])=[O:17])=[C:14]([OH:21])[CH:13]=2)(=[O:10])=[O:9])[S:5][C:6]=1[Cl:7].[CH2:22](O)[CH2:23][CH2:24][CH2:25][CH2:26][CH3:27]. No catalyst specified. The product is [Cl:1][C:2]1[CH:3]=[C:4]([S:8]([NH:11][C:12]2[CH:20]=[CH:19][C:15]([C:16]([O:18][CH2:22][CH2:23][CH2:24][CH2:25][CH2:26][CH3:27])=[O:17])=[C:14]([OH:21])[CH:13]=2)(=[O:9])=[O:10])[S:5][C:6]=1[Cl:7]. The yield is 0.710. (3) The product is [OH:1][C:2]1([C@H:13]([NH:15][C:16](=[O:22])[O:17][C:18]([CH3:21])([CH3:20])[CH3:19])[CH3:14])[CH2:3][NH:4][CH2:5]1. The reactants are [OH:1][C:2]1([C@H:13]([NH:15][C:16](=[O:22])[O:17][C:18]([CH3:21])([CH3:20])[CH3:19])[CH3:14])[CH2:5][N:4](CC2C=CC=CC=2)[CH2:3]1.[H][H]. The yield is 1.00. The catalyst is CO.[Pd]. (4) The reactants are CSC.B.[Br:5][C:6]1[CH:14]=[CH:13][C:9]([C:10](O)=[O:11])=[C:8]([CH3:15])[CH:7]=1.O. The catalyst is O1CCCC1. The product is [Br:5][C:6]1[CH:14]=[CH:13][C:9]([CH2:10][OH:11])=[C:8]([CH3:15])[CH:7]=1. The yield is 0.970.